From a dataset of Full USPTO retrosynthesis dataset with 1.9M reactions from patents (1976-2016). Predict the reactants needed to synthesize the given product. (1) Given the product [Cl:42][C:30]1[CH:29]=[CH:28][C:27]([C:26]2[C:21]([C@@H:11]([NH:10][C:8](=[O:9])[CH2:7][N:5]3[C:4]4[C:49]([F:54])([F:53])[C@@H:50]5[CH2:52][C@@H:51]5[C:3]=4[C:2]([Cl:55])=[N:6]3)[CH2:12][C:13]3[CH:14]=[C:15]([F:20])[CH:16]=[C:17]([F:19])[CH:18]=3)=[N:22][C:23]([C:43]#[C:44][C:45]([OH:48])([CH3:46])[CH3:47])=[CH:24][CH:25]=2)=[C:35]2[C:31]=1[C:32]([NH:37][S:38]([CH3:41])(=[O:40])=[O:39])=[N:33][N:34]2[CH3:36], predict the reactants needed to synthesize it. The reactants are: N[C:2]1[C:3]2[C@H:51]3[CH2:52][C@H:50]3[C:49]([F:54])([F:53])[C:4]=2[N:5]([CH2:7][C:8]([NH:10][C@H:11]([C:21]2[C:26]([C:27]3[CH:28]=[CH:29][C:30]([Cl:42])=[C:31]4[C:35]=3[N:34]([CH3:36])[N:33]=[C:32]4[NH:37][S:38]([CH3:41])(=[O:40])=[O:39])=[CH:25][CH:24]=[C:23]([C:43]#[C:44][C:45]([OH:48])([CH3:47])[CH3:46])[N:22]=2)[CH2:12][C:13]2[CH:18]=[C:17]([F:19])[CH:16]=[C:15]([F:20])[CH:14]=2)=[O:9])[N:6]=1.[Cl-:55].[Li+].N(OCCC(C)C)=O. (2) Given the product [Cl:45][C:43]1[CH:39]=[CH:38][C:35]([C:36]([NH:32][C:12]2[C:13]([NH:14][C:15]([O:17][CH:18]([CH:19]3[CH2:24][CH2:23][NH:22][CH2:21][CH2:20]3)[C:19]3[CH:20]=[CH:21][N:22]=[CH:23][CH:24]=3)=[O:16])=[CH:31][C:9]([OH:8])=[CH:10][CH:11]=2)=[O:37])=[CH:34][CH:33]=1, predict the reactants needed to synthesize it. The reactants are: [Si]([O:8][C:9]1[CH:10]=[CH:11][C:12]([N:32]2[C:36](=[O:37])[C:35]3=[CH:38][CH:39]=CC=[C:34]3[C:33]2=O)=[C:13]([CH:31]=1)[NH:14][C:15]([O:17][CH2:18][CH:19]1[CH2:24][CH2:23][N:22](C2C=CN=CC=2)[CH2:21][CH2:20]1)=[O:16])(C(C)(C)C)(C)C.[CH2:43]([Cl:45])Cl.